Task: Predict which catalyst facilitates the given reaction.. Dataset: Catalyst prediction with 721,799 reactions and 888 catalyst types from USPTO (1) Product: [C:28](=[N:41][C:42]1[C:50]2[C:45](=[N:46][C:47]([C:15]3[CH:14]=[CH:13][C:12]([NH:11][S:8]([C:6]4[CH:7]=[C:2]([Cl:1])[CH:3]=[CH:4][C:5]=4[F:27])(=[O:9])=[O:10])=[CH:17][CH:16]=3)=[N:48][C:49]=2[O:51][CH3:52])[N:44]([CH:54]2[CH2:59][CH2:58][CH2:57][CH2:56][O:55]2)[N:43]=1)([C:35]1[CH:36]=[CH:37][CH:38]=[CH:39][CH:40]=1)[C:29]1[CH:34]=[CH:33][CH:32]=[CH:31][CH:30]=1. Reactant: [Cl:1][C:2]1[CH:3]=[CH:4][C:5]([F:27])=[C:6]([S:8]([NH:11][C:12]2[CH:17]=[CH:16][C:15](B3OC(C)(C)C(C)(C)O3)=[CH:14][CH:13]=2)(=[O:10])=[O:9])[CH:7]=1.[C:28](=[N:41][C:42]1[C:50]2[C:45](=[N:46][C:47](Cl)=[N:48][C:49]=2[O:51][CH3:52])[N:44]([CH:54]2[CH2:59][CH2:58][CH2:57][CH2:56][O:55]2)[N:43]=1)([C:35]1[CH:40]=[CH:39][CH:38]=[CH:37][CH:36]=1)[C:29]1[CH:34]=[CH:33][CH:32]=[CH:31][CH:30]=1.C(=O)([O-])[O-].[Cs+].[Cs+].CCCCC(COC(CC(S([O-])(=O)=O)C(OCC(CCCC)CC)=O)=O)CC.[Na+]. The catalyst class is: 6. (2) Reactant: [F:1][C:2]([F:12])([F:11])[C:3]1[CH:4]=[C:5]([NH2:10])[CH:6]=[C:7]([NH2:9])[CH:8]=1.N1C=CC=CC=1.[F:19][C:20]([F:31])([F:30])[C:21](O[C:21](=[O:22])[C:20]([F:31])([F:30])[F:19])=[O:22].O. Product: [NH2:9][C:7]1[CH:6]=[C:5]([NH:10][C:21](=[O:22])[C:20]([F:31])([F:30])[F:19])[CH:4]=[C:3]([C:2]([F:11])([F:12])[F:1])[CH:8]=1. The catalyst class is: 4. (3) The catalyst class is: 9. Product: [CH2:1]([N:8]1[C@@H:13]2[C@H:14]([C:16]3[NH:42][N:41]=[N:40][N:17]=3)[CH2:15][C@@:9]1([C:34]1[CH:39]=[CH:38][CH:37]=[CH:36][CH:35]=1)[C@H:10]([O:18][CH2:19][C:20]1[CH:25]=[C:24]([C:26]([F:28])([F:29])[F:27])[CH:23]=[C:22]([C:30]([F:31])([F:32])[F:33])[CH:21]=1)[CH2:11][CH2:12]2)[C:2]1[CH:7]=[CH:6][CH:5]=[CH:4][CH:3]=1. Reactant: [CH2:1]([N:8]1[C@@H:13]2[C@H:14]([C:16]#[N:17])[CH2:15][C@@:9]1([C:34]1[CH:39]=[CH:38][CH:37]=[CH:36][CH:35]=1)[C@H:10]([O:18][CH2:19][C:20]1[CH:25]=[C:24]([C:26]([F:29])([F:28])[F:27])[CH:23]=[C:22]([C:30]([F:33])([F:32])[F:31])[CH:21]=1)[CH2:11][CH2:12]2)[C:2]1[CH:7]=[CH:6][CH:5]=[CH:4][CH:3]=1.[N-:40]=[N+:41]=[N-:42].[Na+].[Cl-].[NH4+].O. (4) Reactant: Br[C:2]1[O:3][CH:4]=[C:5]([C:7]([NH:9][C@@H:10]([CH3:27])[CH2:11][N:12]2[CH:16]=[CH:15][C:14]([C:17]3[CH:22]=[CH:21][C:20]([C:23]#[N:24])=[C:19]([Cl:25])[C:18]=3[CH3:26])=[N:13]2)=[O:8])[N:6]=1.[CH3:28][O:29][CH2:30][CH2:31][NH2:32]. Product: [Cl:25][C:19]1[C:18]([CH3:26])=[C:17]([C:14]2[CH:15]=[CH:16][N:12]([CH2:11][C@@H:10]([NH:9][C:7]([C:5]3[N:6]=[C:2]([NH:32][CH2:31][CH2:30][O:29][CH3:28])[O:3][CH:4]=3)=[O:8])[CH3:27])[N:13]=2)[CH:22]=[CH:21][C:20]=1[C:23]#[N:24]. The catalyst class is: 17. (5) Reactant: [CH:1]1([CH2:4][N:5]([CH2:12][CH2:13][CH3:14])[C:6](=[O:11])[CH2:7][C:8](=[O:10])[CH3:9])[CH2:3][CH2:2]1.S(Cl)([Cl:18])(=O)=O.C(Cl)Cl. Product: [Cl:18][CH:7]([C:8](=[O:10])[CH3:9])[C:6]([N:5]([CH2:4][CH:1]1[CH2:2][CH2:3]1)[CH2:12][CH2:13][CH3:14])=[O:11]. The catalyst class is: 22. (6) Reactant: [O:1]1[C:6]2[CH:7]=[CH:8][C:9]([C:11]([C:13]3[CH:18]=[CH:17][C:16]([O:19][CH3:20])=[C:15]([O:21][CH2:22][CH3:23])[CH:14]=3)=O)=[CH:10][C:5]=2[O:4][CH2:3][CH2:2]1.C(OP([CH2:32][C:33]#[N:34])(=O)OCC)C.C[Si]([N-][Si](C)(C)C)(C)C.[Li+].O1C2C=CC(C(C3C=C(OC)C=C(OC)C=3)=CC#N)=CC=2OCC1. The catalyst class is: 1. Product: [O:1]1[C:6]2[CH:7]=[CH:8][C:9]([C:11]([C:13]3[CH:18]=[CH:17][C:16]([O:19][CH3:20])=[C:15]([O:21][CH2:22][CH3:23])[CH:14]=3)=[CH:32][C:33]#[N:34])=[CH:10][C:5]=2[O:4][CH2:3][CH2:2]1.